This data is from Reaction yield outcomes from USPTO patents with 853,638 reactions. The task is: Predict the reaction yield, written as a fraction of the theoretical maximum amount of product (1.0 means a 100% yield; for example, 0.34 means a 34% yield). (1) The reactants are [Li+].[OH-].C[O:4][C:5](=[O:25])[C:6]1[CH:11]=[CH:10][C:9]([O:12][CH3:13])=[C:8]([CH3:14])[C:7]=1[NH:15][C:16](=[O:24])[C:17]1[CH:22]=[CH:21][C:20]([F:23])=[CH:19][CH:18]=1.O.CO. The catalyst is O1CCCC1. The product is [F:23][C:20]1[CH:21]=[CH:22][C:17]([C:16]([NH:15][C:7]2[C:8]([CH3:14])=[C:9]([O:12][CH3:13])[CH:10]=[CH:11][C:6]=2[C:5]([OH:25])=[O:4])=[O:24])=[CH:18][CH:19]=1. The yield is 1.00. (2) The reactants are Br[C:2]1[C:6]([C:7]2[CH:12]=[CH:11][CH:10]=[C:9]([CH3:13])[N:8]=2)=[N:5][N:4]2[CH2:14][CH2:15][CH2:16][C:3]=12.[B:17](OC(C)C)([O:22]C(C)C)[O:18]C(C)C.C([Li])CCC. The catalyst is O1CCCC1. The product is [CH3:13][C:9]1[N:8]=[C:7]([C:6]2[C:2]([B:17]([OH:22])[OH:18])=[C:3]3[CH2:16][CH2:15][CH2:14][N:4]3[N:5]=2)[CH:12]=[CH:11][CH:10]=1. The yield is 0.730. (3) The yield is 0.930. The reactants are [Br:1][C:2]1[CH:7]=[CH:6][C:5]([N:8]2[C:13](=O)[CH2:12][C:11](=[O:15])[N:10]([CH:16]3[CH2:18][CH2:17]3)[C:9]2=[O:19])=[CH:4][CH:3]=1.P(Cl)(Cl)([Cl:22])=O.BrC1C=CC(N2C(=O)C=C(Cl)N(C3CC3)C2=O)=CC=1. The product is [Br:1][C:2]1[CH:7]=[CH:6][C:5]([N:8]2[C:13]([Cl:22])=[CH:12][C:11](=[O:15])[N:10]([CH:16]3[CH2:18][CH2:17]3)[C:9]2=[O:19])=[CH:4][CH:3]=1. The catalyst is O. (4) The reactants are Br[C:2]1[C:3]([C:13]#[N:14])=[N:4][C:5]2[C:10]([N:11]=1)=[CH:9][CH:8]=[C:7]([Cl:12])[CH:6]=2.[As](C1C=CC=CC=1)(C1C=CC=CC=1)C1C=CC=CC=1.[CH2:34]([Sn](CCCC)(CCCC)CCCC)[C:35]1[CH:40]=[CH:39][CH:38]=[CH:37][CH:36]=1. The catalyst is CN(C=O)C.C1C=CC(/C=C/C(/C=C/C2C=CC=CC=2)=O)=CC=1.C1C=CC(/C=C/C(/C=C/C2C=CC=CC=2)=O)=CC=1.C1C=CC(/C=C/C(/C=C/C2C=CC=CC=2)=O)=CC=1.[Pd].[Pd]. The product is [CH2:34]([C:2]1[C:3]([C:13]#[N:14])=[N:4][C:5]2[C:10]([N:11]=1)=[CH:9][CH:8]=[C:7]([Cl:12])[CH:6]=2)[C:35]1[CH:40]=[CH:39][CH:38]=[CH:37][CH:36]=1. The yield is 0.600. (5) The catalyst is C1(C)C=CC=CC=1. The product is [Cl:1][C:2]1[N:7]=[C:6]([O:8][CH3:9])[C:5]([C:10](=[CH2:16])[C:11]([O:13][CH2:14][CH3:15])=[O:12])=[CH:4][CH:3]=1. The yield is 0.900. The reactants are [Cl:1][C:2]1[N:7]=[C:6]([O:8][CH3:9])[C:5]([C:10](O)([CH3:16])[C:11]([O:13][CH2:14][CH3:15])=[O:12])=[CH:4][CH:3]=1.CC1C=CC(S(O)(=O)=O)=CC=1.O. (6) The reactants are FC(F)(F)S(O[C:7]1[CH2:8][CH2:9][CH2:10][N:11]([C:13]([O:15][C:16]([CH3:19])([CH3:18])[CH3:17])=[O:14])[CH:12]=1)(=O)=O.[CH3:22][N:23]1[C:27](B(O)O)=[CH:26][CH:25]=[N:24]1.C([O-])([O-])=O.[Na+].[Na+]. The catalyst is O1CCOCC1.C1C=CC(P(C2C=CC=CC=2)[C-]2C=CC=C2)=CC=1.C1C=CC(P(C2C=CC=CC=2)[C-]2C=CC=C2)=CC=1.Cl[Pd]Cl.[Fe+2]. The product is [CH3:22][N:23]1[C:27]([C:7]2[CH2:8][CH2:9][CH2:10][N:11]([C:13]([O:15][C:16]([CH3:19])([CH3:18])[CH3:17])=[O:14])[CH:12]=2)=[CH:26][CH:25]=[N:24]1. The yield is 0.580.